This data is from Full USPTO retrosynthesis dataset with 1.9M reactions from patents (1976-2016). The task is: Predict the reactants needed to synthesize the given product. (1) Given the product [F:33][C:2]([F:1])([F:32])[C:3]1[CH:4]=[C:5]([CH:25]=[C:26]([C:28]([F:31])([F:30])[F:29])[CH:27]=1)[C:6]([N:8]1[CH2:9][CH2:10][C:11]2([N:15]([C:16]3[CH:17]=[CH:18][CH:19]=[CH:20][CH:21]=3)[CH2:14][N:13]([C:35]3[N:40]=[C:39]([O:41][CH3:42])[CH:38]=[C:37]([O:43][CH3:44])[N:36]=3)[C:12]2=[O:22])[CH2:23][CH2:24]1)=[O:7], predict the reactants needed to synthesize it. The reactants are: [F:1][C:2]([F:33])([F:32])[C:3]1[CH:4]=[C:5]([CH:25]=[C:26]([C:28]([F:31])([F:30])[F:29])[CH:27]=1)[C:6]([N:8]1[CH2:24][CH2:23][C:11]2([N:15]([C:16]3[CH:21]=[CH:20][CH:19]=[CH:18][CH:17]=3)[CH2:14][NH:13][C:12]2=[O:22])[CH2:10][CH2:9]1)=[O:7].Cl[C:35]1[N:40]=[C:39]([O:41][CH3:42])[CH:38]=[C:37]([O:43][CH3:44])[N:36]=1. (2) Given the product [CH3:6][C:7]1[NH:8][C:9]2[C:14]([C:15]=1[CH:21]=[O:22])=[CH:13][CH:12]=[CH:11][CH:10]=2, predict the reactants needed to synthesize it. The reactants are: O=P(Cl)(Cl)Cl.[CH3:6][C:7]1[NH:8][C:9]2[C:14]([CH:15]=1)=[CH:13][CH:12]=[CH:11][CH:10]=2.[OH-].[Na+].CN([CH:21]=[O:22])C. (3) The reactants are: [CH3:1][C:2]1([CH3:22])[O:6][C@@H:5]([CH2:7][O:8][C:9]2[CH:10]=[CH:11][C:12]([F:21])=[C:13]([C@H:15]([OH:20])[CH2:16][N+:17]([O-])=O)[CH:14]=2)[CH2:4][O:3]1. Given the product [NH2:17][CH2:16][C@H:15]([C:13]1[CH:14]=[C:9]([O:8][CH2:7][C@H:5]2[CH2:4][O:3][C:2]([CH3:1])([CH3:22])[O:6]2)[CH:10]=[CH:11][C:12]=1[F:21])[OH:20], predict the reactants needed to synthesize it. (4) Given the product [F:22][C:21]([F:24])([F:23])[S:18]([O:9][C:6]1[CH:5]=[CH:4][C:3]([C:2]([F:10])([F:11])[F:1])=[CH:8][CH:7]=1)(=[O:20])=[O:19], predict the reactants needed to synthesize it. The reactants are: [F:1][C:2]([F:11])([F:10])[C:3]1[CH:8]=[CH:7][C:6]([OH:9])=[CH:5][CH:4]=1.N1C=CC=CC=1.[S:18](O[S:18]([C:21]([F:24])([F:23])[F:22])(=[O:20])=[O:19])([C:21]([F:24])([F:23])[F:22])(=[O:20])=[O:19]. (5) Given the product [F:1][C:2]1[CH:7]=[C:6]([CH:8]2[CH2:9][CH2:10][CH:11]([CH2:14][CH2:15][CH2:16][CH2:17][CH3:18])[CH2:12][CH2:13]2)[CH:5]=[CH:4][C:3]=1[CH:19]1[CH2:24][CH2:23][CH:22]([CH:25]2[CH2:34][CH2:33][C:28]3([O:29][CH2:30][CH2:31][O:32]3)[CH2:27][CH2:26]2)[CH2:21][CH2:20]1, predict the reactants needed to synthesize it. The reactants are: [F:1][C:2]1[CH:7]=[C:6]([CH:8]2[CH2:13][CH2:12][CH:11]([CH2:14][CH2:15][CH2:16][CH2:17][CH3:18])[CH2:10][CH2:9]2)[CH:5]=[CH:4][C:3]=1[C:19]1[CH2:24][CH2:23][CH:22]([CH:25]2[CH2:34][CH2:33][C:28]3([O:32][CH2:31][CH2:30][O:29]3)[CH2:27][CH2:26]2)[CH2:21][CH:20]=1.C(=O)([O-])[O-].[K+].[K+].[H][H]. (6) The reactants are: [CH3:1][Si:2]([CH3:10])([CH3:9])[O:3][C:4]([CH3:8])([C:6]#[CH:7])[CH3:5].[Li]CCCC.[C:16]([C:18]1[CH:29]=[CH:28][C:21]([C:22](N(OC)C)=[O:23])=[CH:20][CH:19]=1)#[N:17]. Given the product [CH3:5][C:4]([O:3][Si:2]([CH3:10])([CH3:9])[CH3:1])([CH3:8])[C:6]#[C:7][C:22]([C:21]1[CH:28]=[CH:29][C:18]([C:16]#[N:17])=[CH:19][CH:20]=1)=[O:23], predict the reactants needed to synthesize it. (7) Given the product [CH3:3][C:4](/[CH:6]=[CH:14]/[C:15]1[CH:23]=[CH:22][C:20]([OH:21])=[C:17]([O:18][CH3:19])[CH:16]=1)=[O:5], predict the reactants needed to synthesize it. The reactants are: C(O)[C@H](O)[C@H:3]1OC(=O)[C:6](=O)[C:4]1=[O:5].O=[CH:14][C:15]1[CH:23]=[CH:22][C:20]([OH:21])=[C:17]([O:18][CH3:19])[CH:16]=1.